From a dataset of Catalyst prediction with 721,799 reactions and 888 catalyst types from USPTO. Predict which catalyst facilitates the given reaction. (1) The catalyst class is: 257. Reactant: B([O-])([O-])O[C:3]1[CH:8]=[C:7]([Br:9])[CH:6]=[C:5]([Br:10])[CH:4]=1.I[C:14]1[CH:19]=[CH:18][CH:17]=[CH:16][CH:15]=1.C(=O)([O-])[O-].[Na+].[Na+]. Product: [Br:10][C:5]1[CH:4]=[C:3]([C:14]2[CH:19]=[CH:18][CH:17]=[CH:16][CH:15]=2)[CH:8]=[C:7]([Br:9])[CH:6]=1. (2) Reactant: C1C=C[NH+]=CC=1.[O-][Cr](Cl)(=O)=O.[Br:12][C:13]1[CH:18]=[CH:17][C:16]([CH:19]([OH:28])[CH2:20][CH2:21][CH:22]2[O:27][CH2:26][CH2:25][CH2:24][O:23]2)=[CH:15][CH:14]=1. Product: [Br:12][C:13]1[CH:18]=[CH:17][C:16]([C:19](=[O:28])[CH2:20][CH2:21][CH:22]2[O:23][CH2:24][CH2:25][CH2:26][O:27]2)=[CH:15][CH:14]=1. The catalyst class is: 4. (3) Reactant: [OH:1][C:2]1[CH:10]=[CH:9][C:5]([C:6]([OH:8])=O)=[CH:4][CH:3]=1.[F:11][C:12]([F:33])([F:32])[C:13]([C:19]1[CH:24]=[CH:23][C:22]([CH2:25][N:26]2[CH2:31][CH2:30][NH:29][CH2:28][CH2:27]2)=[CH:21][CH:20]=1)([OH:18])[C:14]([F:17])([F:16])[F:15].C(N(CC)CC)C.CCCP1(OP(CCC)(=O)OP(CCC)(=O)O1)=O. Product: [F:33][C:12]([F:11])([F:32])[C:13]([C:19]1[CH:20]=[CH:21][C:22]([CH2:25][N:26]2[CH2:31][CH2:30][N:29]([C:6]([C:5]3[CH:4]=[CH:3][C:2]([OH:1])=[CH:10][CH:9]=3)=[O:8])[CH2:28][CH2:27]2)=[CH:23][CH:24]=1)([OH:18])[C:14]([F:17])([F:16])[F:15]. The catalyst class is: 4. (4) Reactant: [NH2:1][CH2:2][CH2:3][CH2:4][CH2:5][N:6]1[C:14]2[N:9]3[C:10](=[N:15][C:16]([CH3:17])=[C:8]3[C:7]1=[O:18])[CH:11]=[CH:12][CH:13]=2.C(N(CC)CC)C.[C:26](Cl)(=[O:29])[O:27][CH3:28]. Product: [CH3:17][C:16]1[N:15]=[C:10]2[CH:11]=[CH:12][CH:13]=[C:14]3[N:9]2[C:8]=1[C:7](=[O:18])[N:6]3[CH2:5][CH2:4][CH2:3][CH2:2][NH:1][C:26]([O:27][CH3:28])=[O:29]. The catalyst class is: 2.